Dataset: Reaction yield outcomes from USPTO patents with 853,638 reactions. Task: Predict the reaction yield, written as a fraction of the theoretical maximum amount of product (1.0 means a 100% yield; for example, 0.34 means a 34% yield). (1) The reactants are [NH:1]1[C:5]2[CH2:6][CH2:7][CH2:8][CH2:9][CH2:10][C:4]=2[CH:3]=[N:2]1.[OH-].[K+].[I:13]I. The catalyst is CN(C=O)C. The product is [I:13][C:3]1[C:4]2[CH2:10][CH2:9][CH2:8][CH2:7][CH2:6][C:5]=2[NH:1][N:2]=1. The yield is 0.620. (2) The reactants are FC(F)(F)S(O[C:7]1[C:16]2[C:11](=[CH:12][CH:13]=[CH:14][CH:15]=2)[C:10]([Cl:17])=[CH:9][C:8]=1[C:18](=[O:20])[CH3:19])(=O)=O.[F:23][C:24]1[CH:25]=[C:26](B(O)O)[CH:27]=[CH:28][CH:29]=1.C(=O)([O-])[O-].[Na+].[Na+].O. The catalyst is O1CCOCC1.C(OCC)(=O)C.C1C=CC([P]([Pd]([P](C2C=CC=CC=2)(C2C=CC=CC=2)C2C=CC=CC=2)([P](C2C=CC=CC=2)(C2C=CC=CC=2)C2C=CC=CC=2)[P](C2C=CC=CC=2)(C2C=CC=CC=2)C2C=CC=CC=2)(C2C=CC=CC=2)C2C=CC=CC=2)=CC=1. The product is [Cl:17][C:10]1[C:11]2[C:16](=[CH:15][CH:14]=[CH:13][CH:12]=2)[C:7]([C:28]2[CH:27]=[CH:26][CH:25]=[C:24]([F:23])[CH:29]=2)=[C:8]([C:18](=[O:20])[CH3:19])[CH:9]=1. The yield is 0.660. (3) The reactants are N[C:2]1[CH:7]=[CH:6][C:5]([N:8]([C:13]2[C:32]([CH:33]3[CH2:35][CH2:34]3)=[CH:31][C:16]3[C:17]([C:27]([NH:29][CH3:30])=[O:28])=[C:18]([C:20]4[CH:25]=[CH:24][C:23]([F:26])=[CH:22][CH:21]=4)[O:19][C:15]=3[CH:14]=2)[S:9]([CH3:12])(=[O:11])=[O:10])=[CH:4][C:3]=1[CH2:36][CH2:37][OH:38].N([O-])=O.[Na+].[BrH:43]. The catalyst is CC#N.O.[Cu]Br. The product is [Br:43][C:2]1[CH:7]=[CH:6][C:5]([N:8]([C:13]2[C:32]([CH:33]3[CH2:35][CH2:34]3)=[CH:31][C:16]3[C:17]([C:27]([NH:29][CH3:30])=[O:28])=[C:18]([C:20]4[CH:25]=[CH:24][C:23]([F:26])=[CH:22][CH:21]=4)[O:19][C:15]=3[CH:14]=2)[S:9]([CH3:12])(=[O:11])=[O:10])=[CH:4][C:3]=1[CH2:36][CH2:37][OH:38]. The yield is 0.650.